From a dataset of Forward reaction prediction with 1.9M reactions from USPTO patents (1976-2016). Predict the product of the given reaction. (1) The product is: [Cl:32][C:33]1[CH:41]=[CH:40][C:36]([C:37]([NH:1][C:2]2[N:3]=[C:4]3[CH:9]=[CH:8][C:7]([O:10][C:11]4[CH:16]=[CH:15][CH:14]=[C:13]([NH:17][C:18](=[O:30])[C:19]5[CH:24]=[CH:23][CH:22]=[C:21]([C:25]6([C:28]#[N:29])[CH2:27][CH2:26]6)[CH:20]=5)[CH:12]=4)=[N:6][N:5]3[CH:31]=2)=[O:38])=[CH:35][N:34]=1. Given the reactants [NH2:1][C:2]1[N:3]=[C:4]2[CH:9]=[CH:8][C:7]([O:10][C:11]3[CH:12]=[C:13]([NH:17][C:18](=[O:30])[C:19]4[CH:24]=[CH:23][CH:22]=[C:21]([C:25]5([C:28]#[N:29])[CH2:27][CH2:26]5)[CH:20]=4)[CH:14]=[CH:15][CH:16]=3)=[N:6][N:5]2[CH:31]=1.[Cl:32][C:33]1[CH:41]=[CH:40][C:36]([C:37](Cl)=[O:38])=[CH:35][N:34]=1.C(N(CC)CC)C, predict the reaction product. (2) Given the reactants [C:1]([O:5][C:6]([N:8]1[CH2:13][CH2:12][C:11](=[O:14])[CH2:10][CH:9]1[CH2:15][CH3:16])=[O:7])([CH3:4])([CH3:3])[CH3:2].N1CCCC1.[CH2:22](Br)[C:23]1[CH:28]=[CH:27][CH:26]=[CH:25][CH:24]=1, predict the reaction product. The product is: [C:1]([O:5][C:6]([N:8]1[CH2:13][CH:12]([CH2:22][C:23]2[CH:28]=[CH:27][CH:26]=[CH:25][CH:24]=2)[C:11](=[O:14])[CH2:10][CH:9]1[CH2:15][CH3:16])=[O:7])([CH3:4])([CH3:3])[CH3:2]. (3) The product is: [CH2:32]([O:34][C:35](=[O:38])[CH2:36][N:5]1[CH2:6][C:2]([CH3:21])([CH3:1])[CH:3]([O:8][C:9]2[CH:16]=[CH:15][C:12]([C:13]#[N:14])=[C:11]([C:17]([F:18])([F:20])[F:19])[CH:10]=2)[C:4]1=[O:7])[CH3:33]. Given the reactants [CH3:1][C:2]1([CH3:21])[CH2:6][NH:5][C:4](=[O:7])[CH:3]1[O:8][C:9]1[CH:16]=[CH:15][C:12]([C:13]#[N:14])=[C:11]([C:17]([F:20])([F:19])[F:18])[CH:10]=1.C[Si]([N-][Si](C)(C)C)(C)C.[Li+].[CH2:32]([O:34][C:35](=[O:38])[CH2:36]Br)[CH3:33].O, predict the reaction product. (4) Given the reactants [O:1]1[CH2:5][CH2:4][O:3][CH:2]1[CH2:6][CH:7]1[C:9]2([CH2:12][N:11]([C:13]([C:15]3[C:20]([NH:21][C:22]4[CH:27]=[CH:26][C:25]([I:28])=[CH:24][C:23]=4[F:29])=[C:19]([F:30])[C:18]([F:31])=[CH:17][CH:16]=3)=[O:14])[CH2:10]2)[O:8]1.[N-:32]=[N+:33]=[N-:34].[Na+].C(OCC)(=O)C, predict the reaction product. The product is: [N:32]([CH:7]([C:9]1([OH:8])[CH2:10][N:11]([C:13]([C:15]2[CH:16]=[CH:17][C:18]([F:31])=[C:19]([F:30])[C:20]=2[NH:21][C:22]2[CH:27]=[CH:26][C:25]([I:28])=[CH:24][C:23]=2[F:29])=[O:14])[CH2:12]1)[CH2:6][CH:2]1[O:3][CH2:4][CH2:5][O:1]1)=[N+:33]=[N-:34]. (5) The product is: [CH3:1][O:2][C:3](=[O:14])[C@H:4]([N:13]([CH2:5][C:6]1[CH:11]=[CH:10][CH:9]=[CH:8][CH:7]=1)[CH2:15][C:16]1[CH:21]=[CH:20][CH:19]=[CH:18][CH:17]=1)[CH2:5][C:6]1[CH:11]=[CH:10][CH:9]=[CH:8][C:7]=1[F:12]. Given the reactants [CH3:1][O:2][C:3](=[O:14])[C@H:4]([NH2:13])[CH2:5][C:6]1[CH:11]=[CH:10][CH:9]=[CH:8][C:7]=1[F:12].[CH2:15](Br)[C:16]1[CH:21]=[CH:20][CH:19]=[CH:18][CH:17]=1.C(=O)([O-])[O-].[K+].[K+].[Cl-].[NH4+], predict the reaction product. (6) Given the reactants [CH3:1][CH2:2][CH2:3][CH2:4][CH2:5][CH2:6][CH2:7][CH:8]([OH:20])[CH:9]([OH:19])[CH2:10][C:11]#[C:12][C:13]#[C:14][CH:15]([OH:18])[CH:16]=[CH2:17].CO[C:23](OC)([CH3:25])[CH3:24].[CH3:28][C:29]1C=CC(S(O)(=O)=O)=[CH:33][CH:34]=1.O, predict the reaction product. The product is: [CH2:7]([C@H:8]1[O:20][C:23]([CH3:25])([CH3:24])[O:19][C@@H:9]1[CH2:10][C:11]#[C:12][C:13]#[C:14][C@@H:15]([C:16]1[CH:33]=[CH:34][CH:29]=[CH:28][CH:17]=1)[OH:18])[CH2:6][CH2:5][CH2:4][CH2:3][CH2:2][CH3:1]. (7) Given the reactants [NH:1]1[C:5]([NH2:6])=[N:4][N:3]=[N:2]1.N1C=CC=CC=1.Cl[C:14]([O:16][CH2:17][C:18]([Cl:21])([Cl:20])[Cl:19])=[O:15].O, predict the reaction product. The product is: [NH:1]1[C:5]([NH:6][C:14](=[O:15])[O:16][CH2:17][C:18]([Cl:21])([Cl:20])[Cl:19])=[N:4][N:3]=[N:2]1.